Dataset: Forward reaction prediction with 1.9M reactions from USPTO patents (1976-2016). Task: Predict the product of the given reaction. Given the reactants [Br:1][C:2]1[CH:7]=[CH:6][C:5](F)=[C:4]([N+:9]([O-:11])=[O:10])[CH:3]=1.Cl.[NH2:13][CH2:14][C:15]1([OH:21])[CH2:20][CH2:19][CH2:18][CH2:17][CH2:16]1.C(N(CC)C(C)C)(C)C, predict the reaction product. The product is: [Br:1][C:2]1[CH:7]=[CH:6][C:5]([NH:13][CH2:14][C:15]2([OH:21])[CH2:20][CH2:19][CH2:18][CH2:17][CH2:16]2)=[C:4]([N+:9]([O-:11])=[O:10])[CH:3]=1.